Task: Predict the reaction yield, written as a fraction of the theoretical maximum amount of product (1.0 means a 100% yield; for example, 0.34 means a 34% yield).. Dataset: Reaction yield outcomes from USPTO patents with 853,638 reactions (1) The reactants are C(OC([N:8]1[CH2:13][CH2:12][CH:11]([NH:14][C:15](=[O:34])[CH2:16][C:17]2[CH:22]=[CH:21][C:20]([N:23]3[CH2:27][CH2:26][C@H:25]([N:28]4[CH2:32][CH2:31][CH2:30][C@@H:29]4[CH3:33])[CH2:24]3)=[CH:19][CH:18]=2)[CH2:10][CH2:9]1)=O)(C)(C)C.C1(S)C=CC=CC=1.[ClH:42]. The catalyst is O1CCOCC1. The product is [ClH:42].[CH3:33][C@H:29]1[CH2:30][CH2:31][CH2:32][N:28]1[C@H:25]1[CH2:26][CH2:27][N:23]([C:20]2[CH:19]=[CH:18][C:17]([CH2:16][C:15]([NH:14][CH:11]3[CH2:10][CH2:9][NH:8][CH2:13][CH2:12]3)=[O:34])=[CH:22][CH:21]=2)[CH2:24]1. The yield is 1.00. (2) The reactants are [NH2:1][C:2]1[CH:3]=[C:4]([CH:21]=[CH:22][CH:23]=1)[O:5][C:6]1[CH:7]=[CH:8][C:9]2[N:10]([CH:12]=[C:13]([NH:15][C:16]([CH:18]3[CH2:20][CH2:19]3)=[O:17])[N:14]=2)[N:11]=1.[C:24]([C:28]1[CH:32]=[C:31]([NH:33][C:34](=O)[O:35]CC(Cl)(Cl)Cl)[N:30]([C:42]2[CH:47]=[CH:46][CH:45]=[CH:44][CH:43]=2)[N:29]=1)([CH3:27])([CH3:26])[CH3:25].C(N(CC)CC)C. The catalyst is CS(C)=O.O.C(OCC)(=O)C. The product is [C:24]([C:28]1[CH:32]=[C:31]([NH:33][C:34]([NH:1][C:2]2[CH:3]=[C:4]([CH:21]=[CH:22][CH:23]=2)[O:5][C:6]2[CH:7]=[CH:8][C:9]3[N:10]([CH:12]=[C:13]([NH:15][C:16]([CH:18]4[CH2:20][CH2:19]4)=[O:17])[N:14]=3)[N:11]=2)=[O:35])[N:30]([C:42]2[CH:47]=[CH:46][CH:45]=[CH:44][CH:43]=2)[N:29]=1)([CH3:27])([CH3:25])[CH3:26]. The yield is 0.990. (3) The reactants are [Br:1][C:2]1[N:3]=[CH:4][NH:5][CH:6]=1.[H-].[Na+].Br[CH:10]([CH3:12])[CH3:11]. The yield is 0.300. The catalyst is CN(C)C=O. The product is [Br:1][C:2]1[N:3]=[CH:4][N:5]([CH:10]([CH3:12])[CH3:11])[CH:6]=1.